From a dataset of Forward reaction prediction with 1.9M reactions from USPTO patents (1976-2016). Predict the product of the given reaction. Given the reactants [F:1][C:2]1[CH:31]=[CH:30][CH:29]=[CH:28][C:3]=1[C:4]([NH:6][C:7](=[S:27])[NH:8][C:9]1[S:19][C:12]2[CH2:13][O:14][C:15]([CH3:18])([CH3:17])[CH2:16][C:11]=2[C:10]=1[C:20]([O:22]C(C)(C)C)=[O:21])=[O:5].FC(F)(F)C(O)=O, predict the reaction product. The product is: [F:1][C:2]1[CH:31]=[CH:30][CH:29]=[CH:28][C:3]=1[C:4]([NH:6][C:7](=[S:27])[NH:8][C:9]1[S:19][C:12]2[CH2:13][O:14][C:15]([CH3:17])([CH3:18])[CH2:16][C:11]=2[C:10]=1[C:20]([OH:22])=[O:21])=[O:5].